Dataset: Forward reaction prediction with 1.9M reactions from USPTO patents (1976-2016). Task: Predict the product of the given reaction. (1) Given the reactants [F:1][C:2]([F:25])([F:24])[C:3]1[CH:4]=[C:5]([N:9]=[C:10]=[N:11][C:12]2[CH:13]=[N:14][CH:15]=[CH:16][C:17]=2/[CH:18]=[CH:19]/[C:20]([O:22][CH3:23])=[O:21])[CH:6]=[CH:7][CH:8]=1.[CH3:26][O:27][C:28]1[CH:29]=[C:30]([N:34]2[CH2:39][CH2:38][NH:37][CH2:36][CH2:35]2)[CH:31]=[CH:32][CH:33]=1, predict the reaction product. The product is: [CH3:26][O:27][C:28]1[CH:29]=[C:30]([N:34]2[CH2:39][CH2:38][N:37]([C:10]3[N:9]([C:5]4[CH:6]=[CH:7][CH:8]=[C:3]([C:2]([F:24])([F:1])[F:25])[CH:4]=4)[CH:18]([CH2:19][C:20]([O:22][CH3:23])=[O:21])[C:17]4[CH:16]=[CH:15][N:14]=[CH:13][C:12]=4[N:11]=3)[CH2:36][CH2:35]2)[CH:31]=[CH:32][CH:33]=1. (2) Given the reactants I[C:2]1[N:3]=[CH:4][N:5]([C:7]([C:20]2[CH:25]=[CH:24][CH:23]=[CH:22][CH:21]=2)([C:14]2[CH:19]=[CH:18][CH:17]=[CH:16][CH:15]=2)[C:8]2[CH:13]=[CH:12][CH:11]=[CH:10][CH:9]=2)[CH:6]=1.C([Mg]Br)C.[Cl:30][C:31]1[C:32]([F:39])=[C:33]([CH:36]=[CH:37][CH:38]=1)[CH:34]=[O:35], predict the reaction product. The product is: [Cl:30][C:31]1[C:32]([F:39])=[C:33]([CH:34]([C:2]2[N:3]=[CH:4][N:5]([C:7]([C:14]3[CH:15]=[CH:16][CH:17]=[CH:18][CH:19]=3)([C:8]3[CH:13]=[CH:12][CH:11]=[CH:10][CH:9]=3)[C:20]3[CH:25]=[CH:24][CH:23]=[CH:22][CH:21]=3)[CH:6]=2)[OH:35])[CH:36]=[CH:37][CH:38]=1.